This data is from Full USPTO retrosynthesis dataset with 1.9M reactions from patents (1976-2016). The task is: Predict the reactants needed to synthesize the given product. (1) Given the product [C:4]([Si:1]([CH3:3])([CH3:2])[O:15][CH:12]1[CH2:13][CH2:14][CH:9]([OH:16])[CH2:10][CH2:11]1)([CH3:7])([CH3:6])[CH3:5], predict the reactants needed to synthesize it. The reactants are: [Si:1](Cl)([C:4]([CH3:7])([CH3:6])[CH3:5])([CH3:3])[CH3:2].[CH:9]1([OH:16])[CH2:14][CH2:13][CH:12]([OH:15])[CH2:11][CH2:10]1.N1C=CN=C1. (2) Given the product [C:23]([O:22][C:20]([N:17]1[CH2:18][CH2:19][CH:14]([N:13]2[C:3]3[CH:4]=[C:5]([F:12])[C:6]([C:8]([O:10][CH3:11])=[O:9])=[CH:7][C:2]=3[NH:1][C:27]2=[O:28])[CH2:15][CH2:16]1)=[O:21])([CH3:26])([CH3:25])[CH3:24], predict the reactants needed to synthesize it. The reactants are: [NH2:1][C:2]1[CH:7]=[C:6]([C:8]([O:10][CH3:11])=[O:9])[C:5]([F:12])=[CH:4][C:3]=1[NH:13][CH:14]1[CH2:19][CH2:18][N:17]([C:20]([O:22][C:23]([CH3:26])([CH3:25])[CH3:24])=[O:21])[CH2:16][CH2:15]1.[C:27](N1C=CN=C1)(N1C=CN=C1)=[O:28]. (3) Given the product [CH:1]1([NH:6][C:7]2[CH:12]=[C:11]([C:13]3[S:17][C:16]([NH:18][C:33]([NH:32][C:26]4[CH:31]=[CH:30][CH:29]=[CH:28][CH:27]=4)=[O:34])=[N:15][C:14]=3[C:19]3[CH:24]=[CH:23][CH:22]=[C:21]([CH3:25])[CH:20]=3)[CH:10]=[CH:9][N:8]=2)[CH2:5][CH2:4][CH2:3][CH2:2]1, predict the reactants needed to synthesize it. The reactants are: [CH:1]1([NH:6][C:7]2[CH:12]=[C:11]([C:13]3[S:17][C:16]([NH2:18])=[N:15][C:14]=3[C:19]3[CH:24]=[CH:23][CH:22]=[C:21]([CH3:25])[CH:20]=3)[CH:10]=[CH:9][N:8]=2)[CH2:5][CH2:4][CH2:3][CH2:2]1.[C:26]1([N:32]=[C:33]=[O:34])[CH:31]=[CH:30][CH:29]=[CH:28][CH:27]=1.C(=O)([O-])O.[Na+]. (4) Given the product [NH2:21][C:20]([NH:16][C:15]1[C:11]([C:9]([NH:8][CH2:7][C:6]2[CH:5]=[CH:4][C:3]([O:2][CH3:1])=[CH:18][CH:17]=2)=[O:10])=[N:12][NH:13][CH:14]=1)=[O:19], predict the reactants needed to synthesize it. The reactants are: [CH3:1][O:2][C:3]1[CH:18]=[CH:17][C:6]([CH2:7][NH:8][C:9]([C:11]2[C:15]([NH2:16])=[CH:14][NH:13][N:12]=2)=[O:10])=[CH:5][CH:4]=1.[O-:19][C:20]#[N:21].[Na+].O1CCCC1.CC(O)=O. (5) Given the product [N+:11]([C:3]1[CH:4]=[C:5]([CH:9]=[CH:10][C:2]=1[NH:14][C:15]1[CH:20]=[CH:19][CH:18]=[CH:17][CH:16]=1)[C:6]([OH:8])=[O:7])([O-:13])=[O:12], predict the reactants needed to synthesize it. The reactants are: F[C:2]1[CH:10]=[CH:9][C:5]([C:6]([OH:8])=[O:7])=[CH:4][C:3]=1[N+:11]([O-:13])=[O:12].[NH2:14][C:15]1[CH:20]=[CH:19][CH:18]=[CH:17][CH:16]=1.C(O)C.Cl. (6) Given the product [CH3:35][CH:33]([CH3:34])[C:32]([NH:31][C:27]1[CH:28]=[CH:29][CH:30]=[C:25]([CH:22]2[CH2:23][CH2:24][N:19]([CH2:18][C:14]3[CH:13]=[C:12]4[C:17](=[CH:16][CH:15]=3)[N:9]([C:2]3[CH:7]=[CH:6][CH:5]=[C:4]([CH3:8])[CH:3]=3)[CH:10]=[CH:11]4)[CH2:20][CH2:21]2)[CH:26]=1)=[O:36], predict the reactants needed to synthesize it. The reactants are: I[C:2]1[CH:7]=[CH:6][CH:5]=[C:4]([CH3:8])[CH:3]=1.[NH:9]1[C:17]2[C:12](=[CH:13][C:14]([CH2:18][N:19]3[CH2:24][CH2:23][CH:22]([C:25]4[CH:26]=[C:27]([NH:31][C:32](=[O:36])[CH:33]([CH3:35])[CH3:34])[CH:28]=[CH:29][CH:30]=4)[CH2:21][CH2:20]3)=[CH:15][CH:16]=2)[CH:11]=[CH:10]1.